Dataset: Forward reaction prediction with 1.9M reactions from USPTO patents (1976-2016). Task: Predict the product of the given reaction. (1) Given the reactants [OH:1][CH2:2][C:3]([OH:19])([C:15]([F:18])([F:17])[F:16])[CH2:4][C:5]1[C:14]2[C:9](=[CH:10][CH:11]=[CH:12][CH:13]=2)[S:8][CH2:7][CH:6]=1.[H][H], predict the reaction product. The product is: [OH:1][CH2:2][C:3]([OH:19])([C:15]([F:16])([F:17])[F:18])[CH2:4][CH:5]1[C:14]2[C:9](=[CH:10][CH:11]=[CH:12][CH:13]=2)[S:8][CH2:7][CH2:6]1. (2) Given the reactants Br.[Br:2][CH:3]1[CH2:8][CH2:7][NH:6][CH2:5][CH2:4]1.[CH2:9]([O:16][C:17](ON1C(=O)CCC1=O)=[O:18])[C:10]1[CH:15]=[CH:14][CH:13]=[CH:12][CH:11]=1.CN1CCOCC1.O, predict the reaction product. The product is: [Br:2][CH:3]1[CH2:8][CH2:7][N:6]([C:17]([O:16][CH2:9][C:10]2[CH:15]=[CH:14][CH:13]=[CH:12][CH:11]=2)=[O:18])[CH2:5][CH2:4]1. (3) Given the reactants [Cl:1][C:2]1[CH:3]=[CH:4][C:5]([C:32]#[N:33])=[C:6]([C:8]2[C:13]([O:14][CH3:15])=[CH:12][N:11]([CH:16]([CH2:24][C:25]3[CH:30]=[CH:29][CH:28]=[CH:27][N:26]=3)[C:17]([O:19]C(C)(C)C)=[O:18])[C:10](=[O:31])[CH:9]=2)[CH:7]=1.C(O)(C(F)(F)F)=O, predict the reaction product. The product is: [Cl:1][C:2]1[CH:3]=[CH:4][C:5]([C:32]#[N:33])=[C:6]([C:8]2[C:13]([O:14][CH3:15])=[CH:12][N:11]([CH:16]([CH2:24][C:25]3[CH:30]=[CH:29][CH:28]=[CH:27][N:26]=3)[C:17]([OH:19])=[O:18])[C:10](=[O:31])[CH:9]=2)[CH:7]=1. (4) The product is: [CH3:1][C:2]1[O:3][C:4]([C:7]2[CH:12]=[CH:11][C:10]([NH:13][C:23]([NH2:22])=[S:24])=[CH:9][CH:8]=2)=[CH:5][N:6]=1. Given the reactants [CH3:1][C:2]1[O:3][C:4]([C:7]2[CH:12]=[CH:11][C:10]([NH2:13])=[CH:9][CH:8]=2)=[CH:5][N:6]=1.C([N:22]=[C:23]=[S:24])(=O)C1C=CC=CC=1.C(=O)([O-])[O-].[K+].[K+], predict the reaction product. (5) Given the reactants [NH2:1][C:2]1[CH:7]=[CH:6][C:5](Br)=[CH:4][N:3]=1.CC1(C)C(C)(C)OB([C:17]2[CH:25]=[C:24]3[C:20]([C:21]([NH:34][C:35](=[O:39])[CH2:36][CH2:37][CH3:38])=[N:22][N:23]3[CH2:26][O:27][CH2:28][CH2:29][Si:30]([CH3:33])([CH3:32])[CH3:31])=[CH:19][CH:18]=2)O1.ClCCl.C(=O)([O-])[O-].[Na+].[Na+], predict the reaction product. The product is: [NH2:1][C:2]1[N:3]=[CH:4][C:5]([C:17]2[CH:25]=[C:24]3[C:20]([C:21]([NH:34][C:35](=[O:39])[CH2:36][CH2:37][CH3:38])=[N:22][N:23]3[CH2:26][O:27][CH2:28][CH2:29][Si:30]([CH3:33])([CH3:31])[CH3:32])=[CH:19][CH:18]=2)=[CH:6][CH:7]=1.